This data is from Full USPTO retrosynthesis dataset with 1.9M reactions from patents (1976-2016). The task is: Predict the reactants needed to synthesize the given product. (1) Given the product [Br:12][C:13]1[CH:18]=[CH:17][CH:16]=[CH:15][C:14]=1[O:19][C:4]1[CH:5]=[CH:6][CH:7]=[CH:8][C:3]=1[CH2:1][CH3:2], predict the reactants needed to synthesize it. The reactants are: [CH2:1]([C:3]1[CH:8]=[CH:7][CH:6]=[CH:5][C:4]=1B(O)O)[CH3:2].[Br:12][C:13]1[CH:18]=[CH:17][CH:16]=[CH:15][C:14]=1[OH:19].CCN(CC)CC. (2) The reactants are: [O:1]=[C:2]1[N:6]([C:7]([O:9][C:10]([CH3:13])([CH3:12])[CH3:11])=[O:8])[C@H:5]([C:14]([O:16][CH2:17][C:18]2[CH:23]=[CH:22][CH:21]=[CH:20][CH:19]=2)=[O:15])[CH2:4][CH2:3]1.[Li+].[B-](CC)(CC)CC.C(=O)([O-])O.[Na+]. Given the product [OH:1][CH:2]1[N:6]([C:7]([O:9][C:10]([CH3:12])([CH3:13])[CH3:11])=[O:8])[C@H:5]([C:14]([O:16][CH2:17][C:18]2[CH:19]=[CH:20][CH:21]=[CH:22][CH:23]=2)=[O:15])[CH2:4][CH2:3]1, predict the reactants needed to synthesize it. (3) Given the product [CH3:1][O:2][C:3](=[O:16])[CH2:4][N:5]1[C:13]2[C:8](=[CH:9][C:10]([F:14])=[CH:11][CH:12]=2)[C:7]([CH2:28][C:27]2[C:22]([S:19](=[O:21])(=[O:20])[N:18]([CH3:17])[C:30]3[CH:35]=[CH:34][CH:33]=[CH:32][CH:31]=3)=[N:23][CH:24]=[CH:25][CH:26]=2)=[C:6]1[CH3:15], predict the reactants needed to synthesize it. The reactants are: [CH3:1][O:2][C:3](=[O:16])[CH2:4][N:5]1[C:13]2[C:8](=[CH:9][C:10]([F:14])=[CH:11][CH:12]=2)[CH:7]=[C:6]1[CH3:15].[CH3:17][N:18]([C:30]1[CH:35]=[CH:34][CH:33]=[CH:32][CH:31]=1)[S:19]([C:22]1[C:27]([CH:28]=O)=[CH:26][CH:25]=[CH:24][N:23]=1)(=[O:21])=[O:20]. (4) Given the product [Cl:8][C:6]1[CH:5]=[C:4]2[C:3]([S:9](=[O:11])(=[O:10])[NH:12][C:13]3[C:14]2=[CH:15][CH:16]=[C:17]2[C:22]=3[N:21]=[CH:20][CH:19]=[CH:18]2)=[CH:2][CH:7]=1, predict the reactants needed to synthesize it. The reactants are: N[C:2]1[CH:7]=[C:6]([Cl:8])[CH:5]=[CH:4][C:3]=1[S:9]([NH:12][C:13]1[CH:14]=[CH:15][CH:16]=[C:17]2[C:22]=1[N:21]=[CH:20][CH:19]=[CH:18]2)(=[O:11])=[O:10].N(OC(C)(C)C)=O.CC(O)=O.